From a dataset of Reaction yield outcomes from USPTO patents with 853,638 reactions. Predict the reaction yield, written as a fraction of the theoretical maximum amount of product (1.0 means a 100% yield; for example, 0.34 means a 34% yield). (1) The reactants are [CH3:1][C:2]([CH3:19])([CH3:18])[C:3]#[C:4][C:5]1[C:10]([F:11])=[CH:9][CH:8]=[CH:7][C:6]=1[NH:12]C(=O)CCC.CC([O-])(C)C.[K+].O. The catalyst is CN(C=O)C. The product is [C:2]([C:3]1[NH:12][C:6]2[C:5]([CH:4]=1)=[C:10]([F:11])[CH:9]=[CH:8][CH:7]=2)([CH3:19])([CH3:18])[CH3:1]. The yield is 0.970. (2) The reactants are [NH2:1][C:2]1[CH:7]=[CH:6][CH:5]=[CH:4][CH:3]=1.[C:8]([OH:13])(=[O:12])/[CH:9]=[CH:10]/[CH3:11]. The catalyst is C1(C)C=CC=CC=1. The product is [C:2]1([NH:1][CH:10]([CH3:11])[CH2:9][C:8]([OH:13])=[O:12])[CH:7]=[CH:6][CH:5]=[CH:4][CH:3]=1. The yield is 0.610. (3) The reactants are [Cl:1][C:2]1[CH:3]=[CH:4][C:5]([C:8]2[C:12]([CH2:13][O:14][C:15]3[CH:23]=[CH:22][C:18]([C:19]([OH:21])=O)=[CH:17][N:16]=3)=[C:11]([CH3:24])[O:10][N:9]=2)=[N:6][CH:7]=1.ClC1C=C([C:32]2[C:36]([CH2:37]OC3C=CC(C(O)=O)=CN=3)=[C:35](C)[O:34]N=2)C=CC=1.[NH2:49]C(C)(C)CO. No catalyst specified. The product is [Cl:1][C:2]1[CH:3]=[CH:4][C:5]([C:8]2[C:12]([CH2:13][O:14][C:15]3[CH:23]=[CH:22][C:18]([C:19]([NH2:49])=[O:21])=[C:17]([C:36]([CH3:37])([CH3:32])[CH2:35][OH:34])[N:16]=3)=[C:11]([CH3:24])[O:10][N:9]=2)=[N:6][CH:7]=1. The yield is 0.530. (4) The reactants are [C:1]([O-:5])(=[O:4])[CH2:2]S.C1N(CCO)CCN(CCS(O)(=O)=O)C1.[CH3:21][CH:22]([CH2:24][CH2:25][CH2:26][C@H:27]([C@@H:29]1[C@]2(C)[C@H:32]([C@H:33]3[C@H](CC2)[C@]2(C)[C:36]([CH2:37][C@H:38](CC2)O)=[CH:35][CH2:34]3)[CH2:31][CH2:30]1)C)C. No catalyst specified. The product is [C:1]([OH:5])(=[O:4])[CH2:2][CH2:21][CH2:22][CH2:24][CH2:25][CH2:26][CH2:27]/[CH:29]=[CH:30]\[CH2:31][CH2:32][CH2:33][CH2:34][CH2:35][CH2:36][CH2:37][CH3:38]. The yield is 0.00200. (5) The reactants are [N:1]1[CH:6]=[CH:5][C:4]([CH2:7][C:8]([C:10]2[CH:15]=[CH:14][C:13]([O:16][CH2:17][C:18]3[CH:27]=[CH:26][C:25]4[C:20](=[CH:21][CH:22]=[CH:23][CH:24]=4)[N:19]=3)=[CH:12][CH:11]=2)=O)=[CH:3][CH:2]=1.Cl.[CH:29]([NH2:31])=[NH:30].[Na].[O-][CH2:34]C.[Na+]. The catalyst is COC(N(C)C)OC.C(O)C. The product is [N:1]1[CH:6]=[CH:5][C:4]([C:7]2[C:8]([C:10]3[CH:15]=[CH:14][C:13]([O:16][CH2:17][C:18]4[CH:27]=[CH:26][C:25]5[C:20](=[CH:21][CH:22]=[CH:23][CH:24]=5)[N:19]=4)=[CH:12][CH:11]=3)=[N:30][CH:29]=[N:31][CH:34]=2)=[CH:3][CH:2]=1. The yield is 0.380. (6) The reactants are [CH3:1][N:2]1[CH2:7][CH2:6][C:5]([C:10]2[CH:15]=[CH:14][CH:13]=[CH:12][CH:11]=2)([C:8]#[N:9])[CH2:4][CH2:3]1.[H-].[H-].[H-].[H-].[Li+].[Al+3]. The catalyst is C1COCC1. The product is [CH3:1][N:2]1[CH2:7][CH2:6][C:5]([CH2:8][NH2:9])([C:10]2[CH:15]=[CH:14][CH:13]=[CH:12][CH:11]=2)[CH2:4][CH2:3]1. The yield is 0.960.